From a dataset of Forward reaction prediction with 1.9M reactions from USPTO patents (1976-2016). Predict the product of the given reaction. (1) The product is: [CH3:12][N:11]1[C:4]2[N:5]([C:6](=[O:8])[N:7]=[C:2]([O:25][CH2:24][C:18]3[CH:19]=[C:20]([F:23])[C:21]([F:22])=[C:16]([F:15])[CH:17]=3)[CH:3]=2)[CH2:9][C:10]1([CH3:14])[CH3:13]. Given the reactants Cl[C:2]1[CH:3]=[C:4]2[N:11]([CH3:12])[C:10]([CH3:14])([CH3:13])[CH2:9][N:5]2[C:6](=[O:8])[N:7]=1.[F:15][C:16]1[CH:17]=[C:18]([CH2:24][OH:25])[CH:19]=[C:20]([F:23])[C:21]=1[F:22], predict the reaction product. (2) Given the reactants [I-].[CH2:2]([N+:6]1[C:10]([CH3:11])=[C:9]([CH3:12])[S:8][C:7]=1[CH3:13])[CH2:3][CH2:4][CH3:5].[CH3:14][C:15]1[CH:19]=[CH:18][S:17][C:16]=1[C:20](Cl)=[O:21], predict the reaction product. The product is: [CH2:2]([N:6]1[C:10]([CH3:11])=[C:9]([CH3:12])[S:8]/[C:7]/1=[CH:13]\[C:20]([C:16]1[S:17][CH:18]=[CH:19][C:15]=1[CH3:14])=[O:21])[CH2:3][CH2:4][CH3:5]. (3) Given the reactants [Cl:1][C:2]1[C:3]([OH:12])=[C:4]([CH:7]=[C:8]([O:10][CH3:11])[CH:9]=1)[CH:5]=O.C([O-])([O-])=O.[K+].[K+].[F:19][C:20]([F:29])([F:28])/[CH:21]=[CH:22]/[C:23]([O:25][CH2:26][CH3:27])=[O:24].Cl, predict the reaction product. The product is: [Cl:1][C:2]1[CH:9]=[C:8]([O:10][CH3:11])[CH:7]=[C:4]2[C:3]=1[O:12][CH:21]([C:20]([F:19])([F:29])[F:28])[C:22]([C:23]([O:25][CH2:26][CH3:27])=[O:24])=[CH:5]2. (4) Given the reactants [CH2:1]([C:3]1[CH:8]=[C:7]([N:9]2[CH:13]=[N:12][N:11]=[N:10]2)[N:6]=[CH:5][C:4]=1[CH2:14][C:15]([O:17]C(C)(C)C)=[O:16])[CH3:2].C1(SC)C=CC=CC=1.C(O)(C(F)(F)F)=O, predict the reaction product. The product is: [CH2:1]([C:3]1[CH:8]=[C:7]([N:9]2[CH:13]=[N:12][N:11]=[N:10]2)[N:6]=[CH:5][C:4]=1[CH2:14][C:15]([OH:17])=[O:16])[CH3:2]. (5) Given the reactants [CH2:1]([OH:4])[CH2:2][OH:3].N1C=CN=C1.[C:10]([Si:14](Cl)([CH3:16])[CH3:15])([CH3:13])([CH3:12])[CH3:11], predict the reaction product. The product is: [Si:14]([O:3][CH2:2][CH2:1][OH:4])([C:10]([CH3:13])([CH3:12])[CH3:11])([CH3:16])[CH3:15]. (6) Given the reactants S(O)(=O)(=O)C.O[CH2:7][CH2:8][CH:9]1[CH2:14][CH2:13][C:12](=[O:15])[CH2:11][CH2:10]1.[F:16][C:17]1[CH:22]=[CH:21][C:20]([C:23]([F:26])([F:25])[F:24])=[CH:19][C:18]=1[N:27]1[CH2:32][CH2:31][NH:30][CH2:29][CH2:28]1.C(=O)([O-])[O-].[K+].[K+].O, predict the reaction product. The product is: [F:16][C:17]1[CH:22]=[CH:21][C:20]([C:23]([F:24])([F:25])[F:26])=[CH:19][C:18]=1[N:27]1[CH2:32][CH2:31][N:30]([CH2:7][CH2:8][CH:9]2[CH2:14][CH2:13][C:12](=[O:15])[CH2:11][CH2:10]2)[CH2:29][CH2:28]1. (7) Given the reactants [NH2:1][C:2]1[CH:7]=[C:6]([N:8]2[CH2:13][CH2:12][N:11]([CH3:14])[CH2:10][CH2:9]2)[CH:5]=[CH:4][C:3]=1[NH-:15].[O:16]=[C:17]1[C:29]2[CH:28]=[CH:27][CH:26]=[C:25]([C:30](O)=O)[C:24]=2[C:23]2[C:18]1=[CH:19][CH:20]=[CH:21][CH:22]=2, predict the reaction product. The product is: [CH3:14][N:11]1[CH2:12][CH2:13][N:8]([C:6]2[CH:5]=[CH:4][C:3]3[N:15]=[C:30]([C:25]4[C:24]5[C:23]6[C:18](=[CH:19][CH:20]=[CH:21][CH:22]=6)[C:17](=[O:16])[C:29]=5[CH:28]=[CH:27][CH:26]=4)[NH:1][C:2]=3[CH:7]=2)[CH2:9][CH2:10]1.